From a dataset of Catalyst prediction with 721,799 reactions and 888 catalyst types from USPTO. Predict which catalyst facilitates the given reaction. (1) Reactant: [C:1]([O:9][C@H:10]1[CH2:14][C@@H:13]([O:15]CC2C=CC=CC=2)[CH2:12][C@@H:11]1[C:23]1[N:27]([CH3:28])[N:26]=[CH:25][CH:24]=1)(=[O:8])[C:2]1[CH:7]=[CH:6][CH:5]=[CH:4][CH:3]=1. Product: [C:1]([O:9][C@H:10]1[CH2:14][C@@H:13]([OH:15])[CH2:12][C@@H:11]1[C:23]1[N:27]([CH3:28])[N:26]=[CH:25][CH:24]=1)(=[O:8])[C:2]1[CH:3]=[CH:4][CH:5]=[CH:6][CH:7]=1. The catalyst class is: 178. (2) Reactant: [Cl:1][C:2]1[CH:17]=[C:16]([Cl:18])[CH:15]=[CH:14][C:3]=1[O:4][C:5]1[CH:10]=[CH:9][C:8]([N+:11]([O-])=O)=[CH:7][CH:6]=1.O.O.Cl[Sn]Cl. Product: [Cl:1][C:2]1[CH:17]=[C:16]([Cl:18])[CH:15]=[CH:14][C:3]=1[O:4][C:5]1[CH:6]=[CH:7][C:8]([NH2:11])=[CH:9][CH:10]=1. The catalyst class is: 5. (3) Reactant: [CH:1]1([N:6]2[C:14]3[C:9](=[CH:10][CH:11]=[CH:12][C:13]=3[F:15])[C:8]([C:16]3[CH:21]=[CH:20][C:19]([OH:22])=[CH:18][CH:17]=3)=[N:7]2)[CH2:5][CH2:4][CH2:3][CH2:2]1.[C:23]([N:27]=[C:28]=[O:29])([CH3:26])([CH3:25])[CH3:24]. Product: [C:23]([NH:27][C:28](=[O:29])[O:22][C:19]1[CH:18]=[CH:17][C:16]([C:8]2[C:9]3[C:14](=[C:13]([F:15])[CH:12]=[CH:11][CH:10]=3)[N:6]([CH:1]3[CH2:5][CH2:4][CH2:3][CH2:2]3)[N:7]=2)=[CH:21][CH:20]=1)([CH3:26])([CH3:25])[CH3:24]. The catalyst class is: 12. (4) Reactant: [CH3:1][S:2](Cl)(=[O:4])=[O:3].[CH3:6][S:7]([CH2:10][CH2:11][OH:12])(=[O:9])=[O:8].CCN(C(C)C)C(C)C.CCOC(C)=O. Product: [CH3:6][S:7]([CH2:10][CH2:11][O:12][S:2]([CH3:1])(=[O:4])=[O:3])(=[O:9])=[O:8]. The catalyst class is: 2. (5) Reactant: [O:1]([CH3:3])[Li].[CH2:4]([O:11][C:12]([N:14]1[CH2:19][CH:18]2[CH:16]([O:17]2)[CH2:15]1)=[O:13])[C:5]1[CH:10]=[CH:9][CH:8]=[CH:7][CH:6]=1.CC(O)=O. Product: [CH2:4]([O:11][C:12]([N:14]1[CH2:15][C@@H:16]([O:17][CH3:18])[C@H:3]([OH:1])[CH2:19]1)=[O:13])[C:5]1[CH:10]=[CH:9][CH:8]=[CH:7][CH:6]=1. The catalyst class is: 5. (6) Reactant: [OH:1][CH:2]([C:21]1[CH:26]=[CH:25][CH:24]=[CH:23][N:22]=1)[C:3]1[CH:4]=[C:5]([C:16]([O:18]CC)=[O:17])[CH:6]=[C:7]([C:9]2[CH:14]=[CH:13][C:12]([CH3:15])=[CH:11][CH:10]=2)[CH:8]=1.[OH-].[Li+].OS(O)(=O)=O. Product: [OH:1][CH:2]([C:21]1[CH:26]=[CH:25][CH:24]=[CH:23][N:22]=1)[C:3]1[CH:4]=[C:5]([C:16]([OH:18])=[O:17])[CH:6]=[C:7]([C:9]2[CH:14]=[CH:13][C:12]([CH3:15])=[CH:11][CH:10]=2)[CH:8]=1. The catalyst class is: 38. (7) Reactant: [CH3:1][O:2][C:3]1[CH:4]=[C:5]2[C:9](=[CH:10][CH:11]=1)[C:8](=O)[CH2:7][CH2:6]2.Br[CH2:14][C:15]([O:17][CH3:18])=[O:16]. Product: [CH3:1][O:2][C:3]1[CH:4]=[C:5]2[C:9](=[CH:10][CH:11]=1)/[C:8](=[CH:14]/[C:15]([O:17][CH3:18])=[O:16])/[CH2:7][CH2:6]2. The catalyst class is: 324. (8) Reactant: [F:1][CH:2]([F:12])[O:3][C:4]1[CH:11]=[CH:10][C:7]([CH2:8][NH2:9])=[CH:6][CH:5]=1.C[O:14][C:15](=O)[C:16]1[C:21]([I:22])=[CH:20][C:19]([F:23])=[CH:18][C:17]=1[CH2:24]Br.C([O-])([O-])=O.[K+].[K+]. Product: [F:23][C:19]1[CH:18]=[C:17]2[C:16](=[C:21]([I:22])[CH:20]=1)[C:15](=[O:14])[N:9]([CH2:8][C:7]1[CH:6]=[CH:5][C:4]([O:3][CH:2]([F:12])[F:1])=[CH:11][CH:10]=1)[CH2:24]2. The catalyst class is: 11. (9) Reactant: [CH3:1][O:2][C:3]1([O:9][CH3:10])[CH2:6][CH:5]([CH2:7][OH:8])[CH2:4]1.CC(C)([O-])C.[K+].[CH2:17](Br)[C:18]1[CH:23]=[CH:22][CH:21]=[CH:20][CH:19]=1. Product: [CH3:1][O:2][C:3]1([O:9][CH3:10])[CH2:6][CH:5]([CH2:7][O:8][CH2:17][C:18]2[CH:23]=[CH:22][CH:21]=[CH:20][CH:19]=2)[CH2:4]1. The catalyst class is: 7.